This data is from Catalyst prediction with 721,799 reactions and 888 catalyst types from USPTO. The task is: Predict which catalyst facilitates the given reaction. (1) Reactant: [CH3:1][O:2][C:3]1[CH:8]=[CH:7][CH:6]=[CH:5][C:4]=1[N:9]1[CH2:14][CH2:13][C:12]([C:18]2[CH:23]=[CH:22][CH:21]=[C:20]([O:24][CH3:25])[CH:19]=2)([C:15](O)=[O:16])[CH2:11][CH2:10]1.C(Cl)(=O)C(Cl)=O.[S:32](=[O:42])(=[O:41])([O:34][C:35]1[CH:40]=[CH:39][CH:38]=[CH:37][CH:36]=1)[NH2:33].C(N(CC)CC)C. Product: [CH3:1][O:2][C:3]1[CH:8]=[CH:7][CH:6]=[CH:5][C:4]=1[N:9]1[CH2:10][CH2:11][C:12]([C:15]([NH:33][S:32](=[O:41])(=[O:42])[O:34][C:35]2[CH:40]=[CH:39][CH:38]=[CH:37][CH:36]=2)=[O:16])([C:18]2[CH:23]=[CH:22][CH:21]=[C:20]([O:24][CH3:25])[CH:19]=2)[CH2:13][CH2:14]1. The catalyst class is: 46. (2) Reactant: [H-].[Na+].[C:3]([O:10][C:11]([CH3:14])([CH3:13])[CH3:12])(=[O:9])[CH2:4][C:5]([O:7][CH3:8])=[O:6].Cl[C:16]1[CH:17]=[CH:18][C:19]([N+:27]([O-:29])=[O:28])=[C:20]([CH:26]=1)[C:21]([N:23]([CH3:25])[CH3:24])=[O:22].O. Product: [CH3:8][O:7][C:5](=[O:6])[CH:4]([C:16]1[CH:17]=[CH:18][C:19]([N+:27]([O-:29])=[O:28])=[C:20]([C:21](=[O:22])[N:23]([CH3:24])[CH3:25])[CH:26]=1)[C:3]([O:10][C:11]([CH3:14])([CH3:13])[CH3:12])=[O:9]. The catalyst class is: 9. (3) Reactant: [N:1]1[C:2]([NH2:10])=[CH:3][N:4]2[CH:9]=[CH:8][N:7]=[CH:6][C:5]=12.[C:11](O)(=[O:14])[CH2:12][CH3:13].CN(C(ON1N=NC2C=CC=NC1=2)=[N+](C)C)C.F[P-](F)(F)(F)(F)F.CCN(C(C)C)C(C)C. Product: [N:1]1[C:2]([NH:10][C:11](=[O:14])[CH2:12][CH3:13])=[CH:3][N:4]2[CH:9]=[CH:8][N:7]=[CH:6][C:5]=12. The catalyst class is: 3. (4) Reactant: CO[C:3]([C:5]1[C:6]([OH:28])=[C:7]2[C:12](=[CH:13][N:14]=1)[N:11]([CH2:15][CH:16]([CH2:19][CH3:20])[CH2:17][CH3:18])[C:10](=[O:21])[C:9]([C:22]1[CH:27]=[CH:26][CH:25]=[CH:24][CH:23]=1)=[CH:8]2)=[O:4].[NH2:29][CH2:30][CH2:31][CH2:32][C:33]([OH:35])=[O:34].C[O-].[Na+]. Product: [CH2:17]([CH:16]([CH2:19][CH3:20])[CH2:15][N:11]1[C:12]2[C:7](=[C:6]([OH:28])[C:5]([C:3]([NH:29][CH2:30][CH2:31][CH2:32][C:33]([OH:35])=[O:34])=[O:4])=[N:14][CH:13]=2)[CH:8]=[C:9]([C:22]2[CH:23]=[CH:24][CH:25]=[CH:26][CH:27]=2)[C:10]1=[O:21])[CH3:18]. The catalyst class is: 250. (5) Reactant: [C:1]([O:9][CH2:10][C:11]1[C:23]2[CH2:22][C:21]3[C:16](=[CH:17][CH:18]=[CH:19][CH:20]=3)[C:15]=2[CH:14]=[CH:13][CH:12]=1)(=[O:8])[CH2:2][CH2:3][CH2:4][C:5]([O-:7])=[O:6].[F:24][C:25]1[C:30](O)=[C:29]([F:32])[C:28]([F:33])=[C:27]([F:34])[C:26]=1[F:35].C1(N=C=NC2CCCCC2)CCCCC1. Product: [F:24][C:25]1[C:30]([O:6][C:5](=[O:7])[CH2:4][CH2:3][CH2:2][C:1]([O:9][CH2:10][C:11]2[C:23]3[CH2:22][C:21]4[C:16](=[CH:17][CH:18]=[CH:19][CH:20]=4)[C:15]=3[CH:14]=[CH:13][CH:12]=2)=[O:8])=[C:29]([F:32])[C:28]([F:33])=[C:27]([F:34])[C:26]=1[F:35]. The catalyst class is: 13.